From a dataset of Reaction yield outcomes from USPTO patents with 853,638 reactions. Predict the reaction yield, written as a fraction of the theoretical maximum amount of product (1.0 means a 100% yield; for example, 0.34 means a 34% yield). The reactants are Cl[C:2]1[C:11]2[C:6](=[CH:7][CH:8]=[CH:9][CH:10]=2)[N:5]=[CH:4][N:3]=1.C(O[C:17]([NH:19][CH:20]1[CH2:24][CH2:23][NH:22][CH2:21]1)=[O:18])(C)(C)C.CCN(C(C)C)C(C)C.C(O)(C(F)(F)F)=O.[N+](C1C=CC(OC(=O)[NH:52][C:53]2[CH:58]=[CH:57][C:56]([CH:59]([CH3:61])[CH3:60])=[CH:55][CH:54]=2)=CC=1)([O-])=O.C([O-])([O-])=O.[K+].[K+]. The catalyst is C(Cl)Cl.CS(C)=O. The product is [CH:59]([C:56]1[CH:57]=[CH:58][C:53]([NH:52][C:17]([NH:19][CH:20]2[CH2:24][CH2:23][N:22]([C:2]3[C:11]4[C:6](=[CH:7][CH:8]=[CH:9][CH:10]=4)[N:5]=[CH:4][N:3]=3)[CH2:21]2)=[O:18])=[CH:54][CH:55]=1)([CH3:61])[CH3:60]. The yield is 0.400.